This data is from Full USPTO retrosynthesis dataset with 1.9M reactions from patents (1976-2016). The task is: Predict the reactants needed to synthesize the given product. (1) Given the product [F:13][C:8]1[CH:7]=[C:6]([CH:11]=[CH:10][C:9]=1[F:12])[O:5][CH2:4][CH:3]([OH:14])[CH2:2][NH:1][C:16](=[O:17])[O:18][CH2:19][C:20]1[CH:25]=[CH:24][CH:23]=[CH:22][CH:21]=1, predict the reactants needed to synthesize it. The reactants are: [NH2:1][CH2:2][CH:3]([OH:14])[CH2:4][O:5][C:6]1[CH:11]=[CH:10][C:9]([F:12])=[C:8]([F:13])[CH:7]=1.Cl[C:16]([O:18][CH2:19][C:20]1[CH:25]=[CH:24][CH:23]=[CH:22][CH:21]=1)=[O:17].C(N(CC)C(C)C)(C)C.CN(C=O)C. (2) Given the product [N:34]1[CH:35]=[CH:36][CH:37]=[C:32]([NH:31][C:11]2([C:28]#[N:29])[CH2:12][CH2:13][N:8]([C:7]3[CH:6]=[CH:5][C:4]([N:17]4[CH2:21][C@H:20]([CH2:22][NH:23][C:24](=[O:26])[CH3:25])[O:19][C:18]4=[O:27])=[CH:3][C:2]=3[F:1])[CH2:9][C:10]2([CH3:15])[CH3:16])[CH:33]=1, predict the reactants needed to synthesize it. The reactants are: [F:1][C:2]1[CH:3]=[C:4]([N:17]2[CH2:21][C@H:20]([CH2:22][NH:23][C:24](=[O:26])[CH3:25])[O:19][C:18]2=[O:27])[CH:5]=[CH:6][C:7]=1[N:8]1[CH2:13][CH2:12][C:11](=O)[C:10]([CH3:16])([CH3:15])[CH2:9]1.[C-:28]#[N:29].[Na+].[NH2:31][C:32]1[CH:33]=[N:34][CH:35]=[CH:36][CH:37]=1. (3) Given the product [CH3:23][O:22][C:19]1[CH:20]=[CH:21][C:16]([CH2:15][N:13]2[CH:14]=[C:10]([C:8]3[N:37]=[C:35]([NH:34][C:31]4[N:30]=[C:29]([CH3:28])[S:33][N:32]=4)[S:36][C:2]=3[C:3]([O:5][CH2:6][CH3:7])=[O:4])[C:11]([CH:24]([OH:27])[CH2:25][CH3:26])=[N:12]2)=[CH:17][CH:18]=1, predict the reactants needed to synthesize it. The reactants are: Br[CH:2]([C:8]([C:10]1[C:11]([CH:24]([OH:27])[CH2:25][CH3:26])=[N:12][N:13]([CH2:15][C:16]2[CH:21]=[CH:20][C:19]([O:22][CH3:23])=[CH:18][CH:17]=2)[CH:14]=1)=O)[C:3]([O:5][CH2:6][CH3:7])=[O:4].[CH3:28][C:29]1[S:33][N:32]=[C:31]([NH:34][C:35]([NH2:37])=[S:36])[N:30]=1. (4) Given the product [Cl:23][C:24]1[CH:29]=[C:28]([Cl:30])[CH:27]=[CH:26][C:25]=1[CH2:31][NH:32][C:33]([N:2]1[CH2:3][CH:4]([O:6][C:7]2[N:8]=[CH:9][C:10]([F:13])=[CH:11][N:12]=2)[CH2:5]1)=[O:34], predict the reactants needed to synthesize it. The reactants are: Cl.[NH:2]1[CH2:5][CH:4]([O:6][C:7]2[N:12]=[CH:11][C:10]([F:13])=[CH:9][N:8]=2)[CH2:3]1.C(N(C(C)C)CC)(C)C.[Cl:23][C:24]1[CH:29]=[C:28]([Cl:30])[CH:27]=[CH:26][C:25]=1[CH2:31][N:32]=[C:33]=[O:34]. (5) Given the product [Br:1][C:2]1[C:10]2[NH:9][CH:8]=[N:7][C:6]=2[CH:5]=[C:4]([Br:17])[C:3]=1[NH:11][C:12]1[NH:13][CH2:14][CH2:15][N:16]=1, predict the reactants needed to synthesize it. The reactants are: [Br:1][C:2]1[C:10]2[NH:9][CH:8]=[N:7][C:6]=2[CH:5]=[CH:4][C:3]=1[NH:11][C:12]1[NH:13][CH2:14][CH2:15][N:16]=1.[Br:17]Br.N. (6) Given the product [Br:16][C:12]1[N:11]=[C:10]([N:28]2[C:29]3[CH:17]=[CH:18][CH:19]=[CH:20][C:21]=3[C:22]3[C:27]2=[CH:26][CH:25]=[CH:24][CH:23]=3)[CH:15]=[CH:14][CH:13]=1, predict the reactants needed to synthesize it. The reactants are: [C@@H]1(N)CCCC[C@H]1N.Br[C:10]1[CH:15]=[CH:14][CH:13]=[C:12]([Br:16])[N:11]=1.[CH:17]1[C:29]2[NH:28][C:27]3[C:22](=[CH:23][CH:24]=[CH:25][CH:26]=3)[C:21]=2[CH:20]=[CH:19][CH:18]=1.P([O-])([O-])([O-])=O.[K+].[K+].[K+]. (7) Given the product [CH2:3]([O:10][C:11](=[O:23])[N:12]([CH2:13][CH:14]=[CH2:15])[CH2:16][CH2:17][CH2:18][CH:19]=[CH2:20])[C:4]1[CH:9]=[CH:8][CH:7]=[CH:6][CH:5]=1, predict the reactants needed to synthesize it. The reactants are: [H-].[Na+].[CH2:3]([O:10][C:11](=[O:23])[N:12]([CH2:16][C:17]1C=C[CH:20]=[CH:19][CH:18]=1)[CH2:13][CH:14]=[CH2:15])[C:4]1[CH:9]=[CH:8][CH:7]=[CH:6][CH:5]=1.BrCCCC=C.